Dataset: Forward reaction prediction with 1.9M reactions from USPTO patents (1976-2016). Task: Predict the product of the given reaction. The product is: [C:12]([C:11]1[CH:10]=[CH:9][C:4]([C:5]([O:7][CH3:8])=[O:6])=[CH:3][C:2]=1[C:16]([CH3:18])=[CH2:17])([CH3:15])([CH3:14])[CH3:13]. Given the reactants Br[C:2]1[CH:3]=[C:4]([CH:9]=[CH:10][C:11]=1[C:12]([CH3:15])([CH3:14])[CH3:13])[C:5]([O:7][CH3:8])=[O:6].[C:16](B1OC(C)(C)C(C)(C)O1)([CH3:18])=[CH2:17].C(=O)([O-])[O-].[K+].[K+].CCOC(C)=O, predict the reaction product.